Dataset: Reaction yield outcomes from USPTO patents with 853,638 reactions. Task: Predict the reaction yield, written as a fraction of the theoretical maximum amount of product (1.0 means a 100% yield; for example, 0.34 means a 34% yield). (1) The reactants are [Li]CCCC.Br[C:7]1[CH:12]=[CH:11][CH:10]=[C:9]([Br:13])[C:8]=1[O:14][CH2:15][CH2:16]Br.O.C(OCC)(=O)C. The catalyst is C1COCC1.CCCCCC. The product is [Br:13][C:9]1[C:8]2[O:14][CH2:15][CH2:16][C:7]=2[CH:12]=[CH:11][CH:10]=1. The yield is 0.780. (2) The reactants are [Cl:1][C:2]1[CH:3]=[C:4]([C:8]2[CH:13]=[C:12]([NH:14][C:15]3[CH:20]=[CH:19][C:18]([CH2:21][C:22](OCC)=[O:23])=[CH:17][CH:16]=3)[CH:11]=[C:10]([C:27]([F:30])([F:29])[F:28])[N:9]=2)[CH:5]=[CH:6][CH:7]=1.[Cl-].[NH4+:32].N. The catalyst is CO. The product is [Cl:1][C:2]1[CH:3]=[C:4]([C:8]2[CH:13]=[C:12]([NH:14][C:15]3[CH:16]=[CH:17][C:18]([CH2:21][C:22]([NH2:32])=[O:23])=[CH:19][CH:20]=3)[CH:11]=[C:10]([C:27]([F:28])([F:30])[F:29])[N:9]=2)[CH:5]=[CH:6][CH:7]=1. The yield is 0.460.